The task is: Regression. Given two drug SMILES strings and cell line genomic features, predict the synergy score measuring deviation from expected non-interaction effect.. This data is from NCI-60 drug combinations with 297,098 pairs across 59 cell lines. (1) Drug 1: CC1CCC2CC(C(=CC=CC=CC(CC(C(=O)C(C(C(=CC(C(=O)CC(OC(=O)C3CCCCN3C(=O)C(=O)C1(O2)O)C(C)CC4CCC(C(C4)OC)O)C)C)O)OC)C)C)C)OC. Drug 2: CC1=C2C(C(=O)C3(C(CC4C(C3C(C(C2(C)C)(CC1OC(=O)C(C(C5=CC=CC=C5)NC(=O)OC(C)(C)C)O)O)OC(=O)C6=CC=CC=C6)(CO4)OC(=O)C)O)C)O. Cell line: RXF 393. Synergy scores: CSS=8.22, Synergy_ZIP=-3.19, Synergy_Bliss=-1.20, Synergy_Loewe=-0.362, Synergy_HSA=-0.877. (2) Drug 1: C1C(C(OC1N2C=C(C(=O)NC2=O)F)CO)O. Drug 2: C1CCC(C(C1)N)N.C(=O)(C(=O)[O-])[O-].[Pt+4]. Cell line: SK-MEL-5. Synergy scores: CSS=19.8, Synergy_ZIP=-12.4, Synergy_Bliss=-2.10, Synergy_Loewe=-4.54, Synergy_HSA=-0.693. (3) Drug 1: CC1C(C(=O)NC(C(=O)N2CCCC2C(=O)N(CC(=O)N(C(C(=O)O1)C(C)C)C)C)C(C)C)NC(=O)C3=C4C(=C(C=C3)C)OC5=C(C(=O)C(=C(C5=N4)C(=O)NC6C(OC(=O)C(N(C(=O)CN(C(=O)C7CCCN7C(=O)C(NC6=O)C(C)C)C)C)C(C)C)C)N)C. Drug 2: CC1=C(C(=O)C2=C(C1=O)N3CC4C(C3(C2COC(=O)N)OC)N4)N. Cell line: CAKI-1. Synergy scores: CSS=48.4, Synergy_ZIP=-3.63, Synergy_Bliss=-1.62, Synergy_Loewe=-3.45, Synergy_HSA=-2.74. (4) Drug 1: C1=CC=C(C=C1)NC(=O)CCCCCCC(=O)NO. Drug 2: CN(C(=O)NC(C=O)C(C(C(CO)O)O)O)N=O. Cell line: SNB-19. Synergy scores: CSS=-1.01, Synergy_ZIP=0.617, Synergy_Bliss=-2.78, Synergy_Loewe=-0.171, Synergy_HSA=-6.01. (5) Drug 1: CN(CCCl)CCCl.Cl. Drug 2: CC1C(C(CC(O1)OC2CC(CC3=C2C(=C4C(=C3O)C(=O)C5=CC=CC=C5C4=O)O)(C(=O)C)O)N)O. Cell line: MDA-MB-435. Synergy scores: CSS=61.8, Synergy_ZIP=-8.60, Synergy_Bliss=-7.01, Synergy_Loewe=-2.34, Synergy_HSA=-1.32. (6) Drug 1: CN(CC1=CN=C2C(=N1)C(=NC(=N2)N)N)C3=CC=C(C=C3)C(=O)NC(CCC(=O)O)C(=O)O. Drug 2: CCC1(CC2CC(C3=C(CCN(C2)C1)C4=CC=CC=C4N3)(C5=C(C=C6C(=C5)C78CCN9C7C(C=CC9)(C(C(C8N6C=O)(C(=O)OC)O)OC(=O)C)CC)OC)C(=O)OC)O.OS(=O)(=O)O. Cell line: LOX IMVI. Synergy scores: CSS=43.2, Synergy_ZIP=0.540, Synergy_Bliss=-6.26, Synergy_Loewe=-12.0, Synergy_HSA=-5.10. (7) Drug 1: C1CCN(CC1)CCOC2=CC=C(C=C2)C(=O)C3=C(SC4=C3C=CC(=C4)O)C5=CC=C(C=C5)O. Drug 2: C1=CN(C(=O)N=C1N)C2C(C(C(O2)CO)O)O.Cl. Cell line: NCI-H522. Synergy scores: CSS=36.1, Synergy_ZIP=-2.29, Synergy_Bliss=2.51, Synergy_Loewe=-15.6, Synergy_HSA=1.80. (8) Drug 1: CC(CN1CC(=O)NC(=O)C1)N2CC(=O)NC(=O)C2. Drug 2: C1=NC(=NC(=O)N1C2C(C(C(O2)CO)O)O)N. Cell line: MDA-MB-231. Synergy scores: CSS=7.95, Synergy_ZIP=-2.29, Synergy_Bliss=3.04, Synergy_Loewe=-0.676, Synergy_HSA=1.95. (9) Drug 1: COC1=NC(=NC2=C1N=CN2C3C(C(C(O3)CO)O)O)N. Drug 2: CCC1(C2=C(COC1=O)C(=O)N3CC4=CC5=C(C=CC(=C5CN(C)C)O)N=C4C3=C2)O.Cl. Cell line: A498. Synergy scores: CSS=15.1, Synergy_ZIP=-1.92, Synergy_Bliss=3.10, Synergy_Loewe=-20.2, Synergy_HSA=-0.149. (10) Drug 1: CC1=C(C(CCC1)(C)C)C=CC(=CC=CC(=CC(=O)O)C)C. Drug 2: C1=NC2=C(N=C(N=C2N1C3C(C(C(O3)CO)O)F)Cl)N. Cell line: PC-3. Synergy scores: CSS=3.33, Synergy_ZIP=-3.03, Synergy_Bliss=-3.35, Synergy_Loewe=-13.7, Synergy_HSA=-3.51.